This data is from Full USPTO retrosynthesis dataset with 1.9M reactions from patents (1976-2016). The task is: Predict the reactants needed to synthesize the given product. (1) Given the product [O:1]1[CH2:6][CH2:5][O:4][C:3]2[C:7](/[CH:11]=[CH:12]/[C:13]([N:30]=[N+:31]=[N-:32])=[O:15])=[CH:8][CH:9]=[CH:10][C:2]1=2, predict the reactants needed to synthesize it. The reactants are: [O:1]1[CH2:6][CH2:5][O:4][C:3]2[C:7](/[CH:11]=[CH:12]/[C:13]([OH:15])=O)=[CH:8][CH:9]=[CH:10][C:2]1=2.C1(P([N:30]=[N+:31]=[N-:32])(C2C=CC=CC=2)=O)C=CC=CC=1.CCN(CC)CC. (2) The reactants are: [CH2:1]([NH:8][C:9]1[N:10]=[N:11][C:12](Cl)=[CH:13][C:14]=1[C:15]([OH:17])=[O:16])[C:2]1[CH:7]=[CH:6][CH:5]=[CH:4][CH:3]=1.C([O-])=O.[NH4+]. Given the product [CH2:1]([NH:8][C:9]1[N:10]=[N:11][CH:12]=[CH:13][C:14]=1[C:15]([OH:17])=[O:16])[C:2]1[CH:7]=[CH:6][CH:5]=[CH:4][CH:3]=1, predict the reactants needed to synthesize it. (3) Given the product [Cl:1][C:2]1[CH:7]=[CH:6][N:5]2[C:8]([C:21]3[CH:22]=[CH:23][C:18]([O:17][CH2:16][C:15]([O:14][CH2:12][CH3:13])=[O:27])=[CH:19][CH:20]=3)=[CH:9][N:10]=[C:4]2[CH:3]=1, predict the reactants needed to synthesize it. The reactants are: [Cl:1][C:2]1[CH:7]=[CH:6][N:5]2[C:8](I)=[CH:9][N:10]=[C:4]2[CH:3]=1.[CH2:12]([O:14][C:15](=[O:27])[CH2:16][O:17][C:18]1[CH:23]=[CH:22][C:21](B(O)O)=[CH:20][CH:19]=1)[CH3:13].ClCCl.C(=O)([O-])[O-].[K+].[K+]. (4) The reactants are: [N:1]1([CH2:6][C:7]2[CH:12]=[CH:11][C:10]([CH2:13]O)=[CH:9][CH:8]=2)[CH:5]=[CH:4][CH:3]=[N:2]1.S(Cl)([Cl:17])=O. Given the product [Cl:17][CH2:13][C:10]1[CH:11]=[CH:12][C:7]([CH2:6][N:1]2[CH:5]=[CH:4][CH:3]=[N:2]2)=[CH:8][CH:9]=1, predict the reactants needed to synthesize it. (5) Given the product [CH2:1]([C:28]1([C:31]([O:33][CH3:34])=[O:32])[CH2:29][CH2:30][C:25]2([O:24][CH2:23][CH2:22][O:21]2)[CH2:26][CH2:27]1)[CH3:2], predict the reactants needed to synthesize it. The reactants are: [CH:1](NC(C)C)(C)[CH3:2].C([Li])CCC.[Li+].CC([N-]C(C)C)C.[O:21]1[C:25]2([CH2:30][CH2:29][CH:28]([C:31]([O:33][CH3:34])=[O:32])[CH2:27][CH2:26]2)[O:24][CH2:23][CH2:22]1.ICC.[NH4+].[Cl-]. (6) Given the product [CH3:24][S:25]([N:28]1[C:41]2[C:36](=[CH:37][CH:38]=[CH:39][CH:40]=2)[C:30]2([CH2:31][CH2:32][N:33]([C:14]([NH:13][CH:10]3[CH2:9][CH2:8][N:7]([C:1]4[CH:2]=[CH:3][CH:4]=[CH:5][CH:6]=4)[CH2:12][CH2:11]3)=[O:22])[CH2:34][CH2:35]2)[CH2:29]1)(=[O:26])=[O:27], predict the reactants needed to synthesize it. The reactants are: [C:1]1([N:7]2[CH2:12][CH2:11][CH:10]([NH:13][C:14](=[O:22])OC3C=CC=CC=3)[CH2:9][CH2:8]2)[CH:6]=[CH:5][CH:4]=[CH:3][CH:2]=1.Cl.[CH3:24][S:25]([N:28]1[C:41]2[C:36](=[CH:37][CH:38]=[CH:39][CH:40]=2)[C:30]2([CH2:35][CH2:34][NH:33][CH2:32][CH2:31]2)[CH2:29]1)(=[O:27])=[O:26]. (7) Given the product [O:13]=[C:11]1[C:5]([C:6]([O:8][CH2:9][CH3:10])=[O:7])=[CH:4][NH:21][N:16]2[CH:20]=[CH:19][CH:18]=[C:17]12, predict the reactants needed to synthesize it. The reactants are: C(O[CH:4]=[C:5]([C:11]([O:13]CC)=O)[C:6]([O:8][CH2:9][CH3:10])=[O:7])C.[N:16]1([NH2:21])[CH:20]=[CH:19][CH:18]=[CH:17]1.C1(OC2C=CC=CC=2)C=CC=CC=1. (8) Given the product [C:1]([NH:5][C:6]1[C:15]([CH3:16])=[N:14][C:13]2[C:8]([N:7]=1)=[C:9]([C:27]1[NH:28][C:29]3[CH2:30][CH2:31][CH2:32][C:33](=[O:36])[C:34]=3[CH:35]=1)[CH:10]=[CH:11][CH:12]=2)([CH3:2])([CH3:3])[CH3:4], predict the reactants needed to synthesize it. The reactants are: [C:1]([NH:5][C:6]1[C:15]([CH3:16])=[N:14][C:13]2[C:8](=[C:9](B3OC(C)(C)C(C)(C)O3)[CH:10]=[CH:11][CH:12]=2)[N:7]=1)([CH3:4])([CH3:3])[CH3:2].Br[C:27]1[NH:28][C:29]2[CH2:30][CH2:31][CH2:32][C:33](=[O:36])[C:34]=2[CH:35]=1. (9) Given the product [ClH:20].[CH3:1][O:2][C:3](=[O:32])[C@@H:4]([NH2:24])[CH2:5][C:6]1[CH:7]=[CH:8][C:9]([NH:12][C:13](=[O:23])[C:14]2[C:15]([Cl:22])=[CH:16][C:17]([OH:21])=[CH:18][C:19]=2[Cl:20])=[CH:10][CH:11]=1, predict the reactants needed to synthesize it. The reactants are: [CH3:1][O:2][C:3](=[O:32])[C@@H:4]([NH:24]C(OC(C)(C)C)=O)[CH2:5][C:6]1[CH:11]=[CH:10][C:9]([NH:12][C:13](=[O:23])[C:14]2[C:19]([Cl:20])=[CH:18][C:17]([OH:21])=[CH:16][C:15]=2[Cl:22])=[CH:8][CH:7]=1.